This data is from Full USPTO retrosynthesis dataset with 1.9M reactions from patents (1976-2016). The task is: Predict the reactants needed to synthesize the given product. (1) Given the product [F:73][C:70]1[CH:71]=[CH:72][C:67]([N:7]2[CH2:6][CH2:5][N:4]([CH2:9][CH2:10][CH2:11][C:12]#[N:13])[CH:3]([CH3:2])[CH2:8]2)=[CH:68][CH:69]=1, predict the reactants needed to synthesize it. The reactants are: Cl.[CH3:2][CH:3]1[CH2:8][NH:7][CH2:6][CH2:5][N:4]1[CH2:9][CH2:10][CH2:11][C:12]#[N:13].C1(P(C2C=CC=CC=2)C2C=CC3C(=CC=CC=3)C=2C2C3C(=CC=CC=3)C=CC=2P(C2C=CC=CC=2)C2C=CC=CC=2)C=CC=CC=1.CC([O-])(C)C.[Na+].Br[C:67]1[CH:72]=[CH:71][C:70]([F:73])=[CH:69][CH:68]=1. (2) Given the product [CH3:18][C:15]1[CH:14]=[N:9][C:2]([C:3]2[CH:8]=[CH:7][CH:6]=[CH:5][CH:4]=2)=[N:10][CH:16]=1, predict the reactants needed to synthesize it. The reactants are: Cl.[C:2]([NH2:10])(=[NH:9])[C:3]1[CH:8]=[CH:7][CH:6]=[CH:5][CH:4]=1.C(O[CH:14]=[C:15]([CH3:18])[CH:16]=O)C.C[O-].[Na+].O. (3) The reactants are: Cl[C:2]1[CH:7]=[CH:6][C:5]([C:8]2[N:9]=[N:10][C:11]([O:14][CH:15]3[CH2:20][C:19]([CH3:22])([CH3:21])[NH:18][C:17]([CH3:24])([CH3:23])[CH2:16]3)=[CH:12][CH:13]=2)=[C:4]([O:25][CH3:26])[CH:3]=1.CC1(C)C(C)(C)OB([C:35]2[CH:36]=[N:37][NH:38][CH:39]=2)O1.C([O-])([O-])=O.[K+].[K+]. Given the product [CH3:26][O:25][C:4]1[CH:3]=[C:2]([C:35]2[CH:36]=[N:37][NH:38][CH:39]=2)[CH:7]=[CH:6][C:5]=1[C:8]1[N:9]=[N:10][C:11]([O:14][CH:15]2[CH2:20][C:19]([CH3:21])([CH3:22])[NH:18][C:17]([CH3:23])([CH3:24])[CH2:16]2)=[CH:12][CH:13]=1, predict the reactants needed to synthesize it. (4) Given the product [CH:30]1([N:26]2[C:27]3[C:22](=[CH:21][C:20]([F:37])=[C:19]([N:13]4[CH2:14][C:15](=[N:16][O:17][CH3:18])[C:10]5([CH2:11][NH:8][CH2:9]5)[CH2:12]4)[C:28]=3[Cl:29])[C:23](=[O:36])[C:24]([C:33]([OH:35])=[O:34])=[CH:25]2)[CH2:31][CH2:32]1, predict the reactants needed to synthesize it. The reactants are: C(OC([N:8]1[CH2:11][C:10]2([C:15](=[N:16][O:17][CH3:18])[CH2:14][N:13]([C:19]3[C:28]([Cl:29])=[C:27]4[C:22]([C:23](=[O:36])[C:24]([C:33]([OH:35])=[O:34])=[CH:25][N:26]4[CH:30]4[CH2:32][CH2:31]4)=[CH:21][C:20]=3[F:37])[CH2:12]2)[CH2:9]1)=O)(C)(C)C.FC(F)(F)C(O)=O.N1C=CC=CC=1.O. (5) Given the product [CH:1]([C:3]1[CH:4]=[CH:5][C:6]([C:9]2[C:10]([C:21]3[CH:26]=[CH:25][CH:24]=[CH:23][CH:22]=3)=[CH:11][C:12]3[CH:17]=[N:16][C:15]([C:18]([NH2:19])=[O:30])=[N:14][C:13]=3[N:20]=2)=[CH:7][CH:8]=1)=[O:2], predict the reactants needed to synthesize it. The reactants are: [CH:1]([C:3]1[CH:8]=[CH:7][C:6]([C:9]2[C:10]([C:21]3[CH:26]=[CH:25][CH:24]=[CH:23][CH:22]=3)=[CH:11][C:12]3[CH:17]=[N:16][C:15]([C:18]#[N:19])=[N:14][C:13]=3[N:20]=2)=[CH:5][CH:4]=1)=[O:2].C1C[O:30]CC1.C([O-])([O-])=O.[K+].[K+].C(N)(N)=O.OO. (6) Given the product [C:1]12([CH2:11][CH2:12][O:13][C:14]3[CH:15]=[C:16]([CH2:20][CH2:21][NH2:22])[CH:17]=[CH:18][CH:19]=3)[CH2:10][CH:5]3[CH2:6][CH:7]([CH2:9][CH:3]([CH2:4]3)[CH2:2]1)[CH2:8]2, predict the reactants needed to synthesize it. The reactants are: [C:1]12([CH2:11][CH2:12][O:13][C:14]3[CH:15]=[C:16]([CH2:20][CH2:21][NH:22]C(=O)OC(C)(C)C)[CH:17]=[CH:18][CH:19]=3)[CH2:10][CH:5]3[CH2:6][CH:7]([CH2:9][CH:3]([CH2:4]3)[CH2:2]1)[CH2:8]2.Cl. (7) Given the product [Cl:39][C:23]1[C:24]([NH:26][C:27]2[CH:32]=[CH:31][CH:30]=[CH:29][C:28]=2[S:33]([CH:36]([CH3:38])[CH3:37])(=[O:35])=[O:34])=[N:25][C:20]([NH:17][C:12]2[C:13]([O:15][CH3:16])=[CH:14][C:7]3[CH2:6][CH2:5][N:4]([CH2:3][CH:2]([F:1])[F:18])[CH2:10][CH2:9][C:8]=3[CH:11]=2)=[N:21][CH:22]=1, predict the reactants needed to synthesize it. The reactants are: [F:1][CH:2]([F:18])[CH2:3][N:4]1[CH2:10][CH2:9][C:8]2[CH:11]=[C:12]([NH2:17])[C:13]([O:15][CH3:16])=[CH:14][C:7]=2[CH2:6][CH2:5]1.Cl[C:20]1[N:25]=[C:24]([NH:26][C:27]2[CH:32]=[CH:31][CH:30]=[CH:29][C:28]=2[S:33]([CH:36]([CH3:38])[CH3:37])(=[O:35])=[O:34])[C:23]([Cl:39])=[CH:22][N:21]=1. (8) Given the product [NH:13]1[C:17]2[CH:18]=[CH:19][CH:20]=[CH:21][C:16]=2[N:15]=[C:14]1[C:22]([N:1]1[CH2:2][CH:3]([O:5][C:6]2[C:11]([Cl:12])=[N:10][CH:9]=[CH:8][N:7]=2)[CH2:4]1)=[O:23], predict the reactants needed to synthesize it. The reactants are: [NH:1]1[CH2:4][CH:3]([O:5][C:6]2[C:11]([Cl:12])=[N:10][CH:9]=[CH:8][N:7]=2)[CH2:2]1.[NH:13]1[C:17]2[CH:18]=[CH:19][CH:20]=[CH:21][C:16]=2[N:15]=[C:14]1[C:22](O)=[O:23].CCN=C=NCCCN(C)C.C(O)CCC.CCN(C(C)C)C(C)C.